From a dataset of Reaction yield outcomes from USPTO patents with 853,638 reactions. Predict the reaction yield, written as a fraction of the theoretical maximum amount of product (1.0 means a 100% yield; for example, 0.34 means a 34% yield). (1) The reactants are [CH2:1]([N:8]1[CH:21]=[C:20]([Si](C)(C)C)[C:11]2[C:12]3[CH:18]=[C:17]([CH3:19])[CH:16]=[N:15][C:13]=3[NH:14][C:10]=2[C:9]1=[O:26])[C:2]1[CH:7]=[CH:6][CH:5]=[CH:4][CH:3]=1.[I:27]I. The catalyst is C(O)C.F[B-](F)(F)F.[Ag+]. The product is [CH2:1]([N:8]1[CH:21]=[C:20]([I:27])[C:11]2[C:12]3[CH:18]=[C:17]([CH3:19])[CH:16]=[N:15][C:13]=3[NH:14][C:10]=2[C:9]1=[O:26])[C:2]1[CH:7]=[CH:6][CH:5]=[CH:4][CH:3]=1. The yield is 0.870. (2) The reactants are N1CCCCC1.[CH3:7][O:8][C:9]1[CH:10]=[C:11]([CH:14]=[CH:15][C:16]=1[O:17][CH3:18])[CH:12]=O.C([CH2:22][C:23]([NH:25][C:26]1[C:27]([C:36]([OH:38])=[O:37])=[CH:28][C:29]2[C:34]([CH:35]=1)=[CH:33][CH:32]=[CH:31][CH:30]=2)=[O:24])(O)=O.Cl. The catalyst is C1(C)C=CC=CC=1. The product is [CH3:7][O:8][C:9]1[CH:10]=[C:11](/[CH:12]=[CH:22]/[C:23]([NH:25][C:26]2[C:27]([C:36]([OH:38])=[O:37])=[CH:28][C:29]3[C:34]([CH:35]=2)=[CH:33][CH:32]=[CH:31][CH:30]=3)=[O:24])[CH:14]=[CH:15][C:16]=1[O:17][CH3:18]. The yield is 0.660. (3) The reactants are [OH:1][C:2]1[CH:3]=[C:4]([C:13]([OH:15])=[O:14])[CH:5]=[C:6]([NH:8][C:9](=[NH:12])SC)[CH:7]=1.N[C:17]([NH2:20])([CH3:19])C.Cl.[CH3:22]N(C=O)C. The catalyst is O1CCOCC1. The product is [OH:1][C:2]1[CH:3]=[C:4]([CH:5]=[C:6]([NH:8][C:9]2[NH:20][CH2:17][CH2:19][CH2:22][N:12]=2)[CH:7]=1)[C:13]([OH:15])=[O:14]. The yield is 0.700. (4) The reactants are [CH:1]([Mg]Cl)([CH3:3])[CH3:2].[O:6]1[CH2:15][C@H:7]1[CH2:8][C:9]1[CH:14]=[CH:13][CH:12]=[CH:11][CH:10]=1. The catalyst is O1CCCC1.[Cu]I. The product is [CH2:8]([C@H:7]([CH2:15][CH:1]([CH3:3])[CH3:2])[OH:6])[C:9]1[CH:14]=[CH:13][CH:12]=[CH:11][CH:10]=1. The yield is 0.720. (5) The reactants are C([N:8]1[CH2:13][CH2:12][N:11]([C:14]2[CH:15]=[C:16]([O:25][CH3:26])[C:17]([CH3:24])=[C:18]3[C:23]=2[N:22]=[CH:21][CH:20]=[CH:19]3)[CH2:10][CH2:9]1)C1C=CC=CC=1.C([O-])=O.[NH4+]. The catalyst is [Pd].CO. The product is [CH3:26][O:25][C:16]1[C:17]([CH3:24])=[C:18]2[C:23](=[C:14]([N:11]3[CH2:10][CH2:9][NH:8][CH2:13][CH2:12]3)[CH:15]=1)[N:22]=[CH:21][CH:20]=[CH:19]2. The yield is 0.610. (6) The catalyst is CO.C(O)(=O)C. The product is [CH3:1][O:2][C:3](=[O:13])[C:4]1[CH:5]=[C:6]([O:11][CH3:12])[C:7]([NH2:10])=[C:8]([Br:14])[CH:9]=1. The yield is 0.951. The reactants are [CH3:1][O:2][C:3](=[O:13])[C:4]1[CH:9]=[CH:8][C:7]([NH2:10])=[C:6]([O:11][CH3:12])[CH:5]=1.[Br:14]Br.